From a dataset of Reaction yield outcomes from USPTO patents with 853,638 reactions. Predict the reaction yield, written as a fraction of the theoretical maximum amount of product (1.0 means a 100% yield; for example, 0.34 means a 34% yield). (1) The reactants are [Cl:1][C:2]1[CH:3]=[C:4]([C:9]([CH3:14])([CH3:13])[C:10](Cl)=[O:11])[CH:5]=[C:6]([Cl:8])[CH:7]=1.[CH2:15]([N:22]1[CH2:26][C@@H:25]([C:27]2[CH:32]=[CH:31][C:30]([F:33])=[CH:29][CH:28]=2)[C@H:24]([NH:34][CH3:35])[CH2:23]1)[C:16]1[CH:21]=[CH:20][CH:19]=[CH:18][CH:17]=1.C(N(C(C)C)C(C)C)C. The catalyst is C(Cl)Cl. The product is [CH2:15]([N:22]1[CH2:26][C@@H:25]([C:27]2[CH:28]=[CH:29][C:30]([F:33])=[CH:31][CH:32]=2)[C@H:24]([N:34]([CH3:35])[C:10](=[O:11])[C:9]([C:4]2[CH:3]=[C:2]([Cl:1])[CH:7]=[C:6]([Cl:8])[CH:5]=2)([CH3:14])[CH3:13])[CH2:23]1)[C:16]1[CH:17]=[CH:18][CH:19]=[CH:20][CH:21]=1. The yield is 0.680. (2) No catalyst specified. The reactants are [CH3:1][O:2][C:3]1[CH:14]=[CH:13][C:6](/[CH:7]=[CH:8]/[S:9](Cl)(=[O:11])=[O:10])=[CH:5][CH:4]=1.[F:15][C:16]1[CH:22]=[CH:21][C:19]([NH2:20])=[CH:18][CH:17]=1. The product is [CH3:1][O:2][C:3]1[CH:14]=[CH:13][C:6](/[CH:7]=[CH:8]/[S:9]([NH:20][C:19]2[CH:21]=[CH:22][C:16]([F:15])=[CH:17][CH:18]=2)(=[O:11])=[O:10])=[CH:5][CH:4]=1. The yield is 0.603. (3) The reactants are [CH2:1]([N:3]([CH2:37][CH3:38])[CH2:4][CH2:5][CH2:6][NH:7][C:8]1[N:9]=[C:10]([C:27]2[CH:28]=[C:29]([CH:33]=[CH:34][C:35]=2[CH3:36])[C:30]([OH:32])=O)[C:11]2[CH:17]=[CH:16][C:15](=[O:18])[N:14]([C:19]3[C:24]([F:25])=[CH:23][CH:22]=[CH:21][C:20]=3[F:26])[C:12]=2[N:13]=1)[CH3:2].CN(C(O[N:54]1N=[N:54][C:49]2[CH:50]=[CH:51][CH:51]=[CH:50][C:49]1=2)=[N+](C)C)C.F[P-](F)(F)(F)(F)F.C(N(CC)CC)C.C1(N)CC1. The catalyst is CN(C=O)C. The product is [CH:49]1([NH:54][C:30](=[O:32])[C:29]2[CH:33]=[CH:34][C:35]([CH3:36])=[C:27]([C:10]3[C:11]4[CH:17]=[CH:16][C:15](=[O:18])[N:14]([C:19]5[C:24]([F:25])=[CH:23][CH:22]=[CH:21][C:20]=5[F:26])[C:12]=4[N:13]=[C:8]([NH:7][CH2:6][CH2:5][CH2:4][N:3]([CH2:37][CH3:38])[CH2:1][CH3:2])[N:9]=3)[CH:28]=2)[CH2:51][CH2:50]1. The yield is 0.300. (4) The reactants are [Cl:1][C:2]1[CH:7]=[CH:6][C:5]([C:8](=O)[CH2:9][C:10](=O)[C:11]([F:14])([F:13])[F:12])=[CH:4][C:3]=1[CH3:17].[NH2:18][C:19]1[C:23]([C:24]2[CH:25]=[N:26][CH:27]=[CH:28][CH:29]=2)=[CH:22][NH:21][N:20]=1. No catalyst specified. The product is [Cl:1][C:2]1[CH:7]=[CH:6][C:5]([C:8]2[CH:9]=[C:10]([C:11]([F:14])([F:13])[F:12])[N:20]3[N:21]=[CH:22][C:23]([C:24]4[CH:25]=[N:26][CH:27]=[CH:28][CH:29]=4)=[C:19]3[N:18]=2)=[CH:4][C:3]=1[CH3:17]. The yield is 0.700. (5) The reactants are [CH3:1][O:2][C:3]1[C:9]([CH2:10][CH2:11][N:12]2[CH2:17][CH2:16][N:15]([C:18]3[CH:27]=[CH:26][CH:25]=[C:24]4[C:19]=3[CH:20]=[CH:21][C:22]([CH3:28])=[N:23]4)[CH2:14][CH2:13]2)=[CH:8][CH:7]=[CH:6][C:4]=1[NH2:5].[Cl:29][CH2:30][CH2:31][N:32]=[C:33]=[O:34]. No catalyst specified. The product is [ClH:29].[ClH:29].[CH3:1][O:2][C:3]1[C:9]([CH2:10][CH2:11][N:12]2[CH2:13][CH2:14][N:15]([C:18]3[CH:27]=[CH:26][CH:25]=[C:24]4[C:19]=3[CH:20]=[CH:21][C:22]([CH3:28])=[N:23]4)[CH2:16][CH2:17]2)=[CH:8][CH:7]=[CH:6][C:4]=1[N:5]1[CH2:30][CH2:31][NH:32][C:33]1=[O:34]. The yield is 0.380. (6) The reactants are Br.[N+:2]([C:5]1[CH:23]=[CH:22][C:8]2[N:9]3[CH:14]=[C:13]([C:15]4[CH:20]=[CH:19][C:18]([CH3:21])=[CH:17][CH:16]=4)[N:12]=[C:10]3[S:11][C:7]=2[CH:6]=1)([O-])=O.S(S([O-])=O)([O-])=O.[Na+].[Na+].Br. The catalyst is O. The product is [C:18]1([CH3:21])[CH:17]=[CH:16][C:15]([C:13]2[N:12]=[C:10]3[N:9]([CH:14]=2)[C:8]2[CH:22]=[CH:23][C:5]([NH2:2])=[CH:6][C:7]=2[S:11]3)=[CH:20][CH:19]=1. The yield is 0.220. (7) The reactants are [CH2:1]([N:8]1[CH2:12][C@@H:11]([CH3:13])[C@H:10]([C:14]([OH:16])=[O:15])[CH2:9]1)[C:2]1[CH:7]=[CH:6][CH:5]=[CH:4][CH:3]=1.OS(O)(=O)=O.[CH3:22]O. No catalyst specified. The product is [CH2:1]([N:8]1[CH2:12][C@@H:11]([CH3:13])[C@H:10]([C:14]([O:16][CH3:22])=[O:15])[CH2:9]1)[C:2]1[CH:3]=[CH:4][CH:5]=[CH:6][CH:7]=1. The yield is 0.680.